From a dataset of Forward reaction prediction with 1.9M reactions from USPTO patents (1976-2016). Predict the product of the given reaction. (1) Given the reactants [CH:1]([C:13]([O:15]C)=O)([C:9]([O:11]C)=O)[CH2:2][CH2:3][C:4]([O:6][CH2:7][CH3:8])=[O:5].[C:17]1(/[CH:23]=[CH:24]/[C:25](=[NH:27])[NH2:26])[CH:22]=[CH:21][CH:20]=[CH:19][CH:18]=1.C(N(CC)CC)C.C[O-].[Na+].CO, predict the reaction product. The product is: [OH:15][C:13]1[N:26]=[C:25](/[CH:24]=[CH:23]/[C:17]2[CH:22]=[CH:21][CH:20]=[CH:19][CH:18]=2)[NH:27][C:9](=[O:11])[C:1]=1[CH2:2][CH2:3][C:4]([O:6][CH2:7][CH3:8])=[O:5]. (2) Given the reactants [N:1]1[CH:6]=[CH:5][CH:4]=[C:3]([C:7]2[CH:11]=[C:10]([C:12]([F:15])([F:14])[F:13])[N:9]([C:16]3[CH:17]=[CH:18][C:19]([NH2:22])=[N:20][CH:21]=3)[N:8]=2)[CH:2]=1.[Cl:23][C:24]1[CH:33]=[C:32]([Cl:34])[CH:31]=[CH:30][C:25]=1[CH2:26][N:27]=[C:28]=[O:29], predict the reaction product. The product is: [Cl:23][C:24]1[CH:33]=[C:32]([Cl:34])[CH:31]=[CH:30][C:25]=1[CH2:26][NH:27][C:28]([NH:22][C:19]1[CH:18]=[CH:17][C:16]([N:9]2[C:10]([C:12]([F:15])([F:13])[F:14])=[CH:11][C:7]([C:3]3[CH:2]=[N:1][CH:6]=[CH:5][CH:4]=3)=[N:8]2)=[CH:21][N:20]=1)=[O:29]. (3) The product is: [N:22]1([CH2:2][CH2:3][CH2:4][CH2:5][O:6][C:7]2[CH:12]=[CH:11][C:10]([C:13]3[N:14]4[C:18]([CH:19]=[CH:20][CH:21]=3)=[CH:17][CH:16]=[CH:15]4)=[CH:9][CH:8]=2)[CH2:27][CH2:26][CH2:25][CH2:24][CH2:23]1. Given the reactants Cl[CH2:2][CH2:3][CH2:4][CH2:5][O:6][C:7]1[CH:12]=[CH:11][C:10]([CH:13]2[CH2:21][CH2:20][CH2:19][CH:18]3[N:14]2[CH2:15][CH2:16][CH2:17]3)=[CH:9][CH:8]=1.[NH:22]1[CH2:27][CH2:26][CH2:25][CH2:24][CH2:23]1, predict the reaction product. (4) The product is: [Cl:1][C:2]1[CH:7]=[CH:6][CH:5]=[C:4]([Cl:8])[C:3]=1[N:9]1[C:18]2[C:13](=[C:14]([C:21]3[CH:26]=[CH:25][C:24]([F:27])=[CH:23][C:22]=3[F:28])[CH:15]=[C:16]([O:19][CH3:20])[CH:17]=2)[CH:12]=[CH:11][C:10]1=[O:29]. Given the reactants [Cl:1][C:2]1[CH:7]=[CH:6][CH:5]=[C:4]([Cl:8])[C:3]=1[N:9]1[C:18]2[C:13](=[C:14]([C:21]3[CH:26]=[CH:25][C:24]([F:27])=[CH:23][C:22]=3[F:28])[CH:15]=[C:16]([O:19][CH3:20])[CH:17]=2)[CH2:12][CH2:11][C:10]1=[O:29].BrN1C(=O)CCC1=O.N(C(C)(C)C#N)=NC(C)(C)C#N, predict the reaction product. (5) Given the reactants Br[C:2]1[C:10]2[N:9]3[CH2:11][CH2:12][CH2:13][NH:14][C:15](=[O:16])[C:8]3=[CH:7][C:6]=2[C:5]([F:17])=[C:4]([F:18])[CH:3]=1.[F:19][C:20]1[CH:25]=[CH:24][C:23](B(O)O)=[CH:22][CH:21]=1, predict the reaction product. The product is: [F:18][C:4]1[CH:3]=[C:2]([C:23]2[CH:24]=[CH:25][C:20]([F:19])=[CH:21][CH:22]=2)[C:10]2[N:9]3[CH2:11][CH2:12][CH2:13][NH:14][C:15](=[O:16])[C:8]3=[CH:7][C:6]=2[C:5]=1[F:17]. (6) Given the reactants [C:1]([C:3]1[CH:4]=[C:5](B(O)O)[CH:6]=[CH:7][CH:8]=1)#[N:2].[Cl-].[Li+].C(=O)([O-])[O-].[Na+].[Na+].CO[CH2:22][CH2:23]OC, predict the reaction product. The product is: [NH:2]1[CH2:23][CH2:22][CH:8]([C:5]2[CH:4]=[C:3]([CH:8]=[CH:7][CH:6]=2)[C:1]#[N:2])[CH2:3][CH2:1]1.